Task: Predict the reaction yield, written as a fraction of the theoretical maximum amount of product (1.0 means a 100% yield; for example, 0.34 means a 34% yield).. Dataset: Reaction yield outcomes from USPTO patents with 853,638 reactions (1) The catalyst is N1C=CC=CC=1. The reactants are [C:1]([O:4][C:5]1[CH:6]=[C:7]([CH:15]=[CH:16][C:17]2[CH:22]=[CH:21][C:20]([O:23]C(=O)CCl)=[CH:19][CH:18]=2)[CH:8]=[C:9]([O:11][C:12](=[O:14])[CH3:13])[CH:10]=1)(=[O:3])[CH3:2].Cl. The yield is 0.900. The product is [C:12]([O:11][C:9]1[CH:8]=[C:7]([CH:15]=[CH:16][C:17]2[CH:22]=[CH:21][C:20]([OH:23])=[CH:19][CH:18]=2)[CH:6]=[C:5]([O:4][C:1](=[O:3])[CH3:2])[CH:10]=1)(=[O:14])[CH3:13]. (2) The reactants are [C:12]([OH:14])(=O)[C:11]1[CH:15]=[CH:16][CH:17]=[CH:18][C:10]=1[S:9][S:9][C:10]1[CH:18]=[CH:17][CH:16]=[CH:15][C:11]=1[C:12]([OH:14])=O.[Cl:21][C:22]1[CH:27]=[CH:26][C:25]([OH:28])=[CH:24][CH:23]=1. The catalyst is S(=O)(=O)(O)O. The product is [Cl:21][C:22]1[C:27]2[C:12](=[O:14])[C:11]3[C:10](=[CH:18][CH:17]=[CH:16][CH:15]=3)[S:9][C:26]=2[C:25]([OH:28])=[CH:24][CH:23]=1. The yield is 0.700. (3) The reactants are [CH2:1]([NH2:4])[CH:2]=[CH2:3].[C:5]([O:8][CH2:9][C@@H:10]1[O:15][C@@H:14](CC([O-])=O)[C@H:13]([N:20]=[C:21]=[S:22])[C@H:12](CC([O-])=O)[C@@H:11]1CC([O-])=O)(=[O:7])[CH3:6].[C:31]([OH:37])([C:33](F)(F)F)=[O:32]. The catalyst is C(Cl)Cl. The product is [C:31]([O:37][C@@H:11]1[C@@H:10]([CH2:9][O:8][C:5](=[O:7])[CH3:6])[O:15][C@H:14]2[C@H:13]([N:20]=[C:21]([NH:4][CH2:1][CH:2]=[CH2:3])[S:22]2)[C@H:12]1[O:8][C:5](=[O:7])[CH3:6])(=[O:32])[CH3:33]. The yield is 0.840. (4) The reactants are [OH-].[K+].C(O)C.[Cl:6][C:7]1[CH:12]=[CH:11][CH:10]=[C:9]([Cl:13])[C:8]=1[OH:14].[Cl:15][C:16]1[N:21]=[C:20]([Cl:22])[CH:19]=[C:18](Cl)[N:17]=1. The catalyst is O1CCCC1. The product is [Cl:15][C:16]1[NH:21][C:20]([Cl:22])([O:14][C:8]2[C:7]([Cl:6])=[CH:12][CH:11]=[CH:10][C:9]=2[Cl:13])[CH:19]=[CH:18][N:17]=1. The yield is 0.550. (5) The product is [CH3:13][O:14][C:15](=[O:16])[NH:1][C:2]1[CH:3]=[C:4]2[C:8](=[CH:9][CH:10]=1)[C:7](=[O:11])[CH2:6][CH2:5]2. The catalyst is CCOC(C)=O. The reactants are [NH2:1][C:2]1[CH:3]=[C:4]2[C:8](=[CH:9][CH:10]=1)[C:7](=[O:11])[CH2:6][CH2:5]2.C[CH2:13][O:14][C:15](C)=[O:16].O.C([O-])(O)=O.[Na+].ClC(OC)=O. The yield is 0.890. (6) The reactants are [F:1][C:2]1[CH:3]=[C:4]([C:33]2[C:34]([C:39]#[N:40])=[CH:35][CH:36]=[CH:37][CH:38]=2)[CH:5]=[CH:6][C:7]=1[CH2:8][C:9]1[C:10](=[O:32])[N:11]([C@H:21]2[CH2:26][CH2:25][C@H:24]([O:27][CH:28]([CH3:31])[CH2:29][OH:30])[CH2:23][CH2:22]2)[C:12]2[N:13]([N:18]=[CH:19][N:20]=2)[C:14]=1[CH2:15][CH2:16][CH3:17].[CH3:41]C(OI1(OC(C)=O)(OC(C)=O)OC(=O)C2C=CC=CC1=2)=O.C(=O)([O-])O.[Na+].S([O-])([O-])(=O)=S.[Na+].[Na+]. The catalyst is C(#N)C. The product is [F:1][C:2]1[CH:3]=[C:4]([C:33]2[C:34]([C:39]#[N:40])=[CH:35][CH:36]=[CH:37][CH:38]=2)[CH:5]=[CH:6][C:7]=1[CH2:8][C:9]1[C:10](=[O:32])[N:11]([C@H:21]2[CH2:26][CH2:25][C@H:24]([O:27][CH:28]([CH:29]3[CH2:41][O:30]3)[CH3:31])[CH2:23][CH2:22]2)[C:12]2[N:13]([N:18]=[CH:19][N:20]=2)[C:14]=1[CH2:15][CH2:16][CH3:17]. The yield is 0.180.